This data is from Reaction yield outcomes from USPTO patents with 853,638 reactions. The task is: Predict the reaction yield, written as a fraction of the theoretical maximum amount of product (1.0 means a 100% yield; for example, 0.34 means a 34% yield). (1) The reactants are [CH3:1][C:2]1[CH:6]=[C:5]([CH2:7][C:8]([OH:10])=[O:9])[O:4][N:3]=1.[CH3:11][CH2:12]O.OS(O)(=O)=O. No catalyst specified. The product is [CH3:1][C:2]1[CH:6]=[C:5]([CH2:7][C:8]([O:10][CH2:11][CH3:12])=[O:9])[O:4][N:3]=1. The yield is 0.970. (2) The reactants are [Cl:1][C:2]1[CH:40]=[CH:39][C:5]2[N:6]([CH:23]3[CH2:27][CH2:26][N:25]([C:28](=[O:38])[CH2:29][NH:30]C(=O)OC(C)(C)C)[CH2:24]3)[C:7]([CH2:9][N:10]3[C:14]4=[CH:15][N:16]=[CH:17][CH:18]=[C:13]4[C:12]([S:19]([CH3:22])(=[O:21])=[O:20])=[N:11]3)=[N:8][C:4]=2[CH:3]=1.C(O)(C(F)(F)F)=O. The catalyst is C(Cl)Cl. The product is [NH2:30][CH2:29][C:28]([N:25]1[CH2:26][CH2:27][CH:23]([N:6]2[C:5]3[CH:39]=[CH:40][C:2]([Cl:1])=[CH:3][C:4]=3[N:8]=[C:7]2[CH2:9][N:10]2[C:14]3=[CH:15][N:16]=[CH:17][CH:18]=[C:13]3[C:12]([S:19]([CH3:22])(=[O:20])=[O:21])=[N:11]2)[CH2:24]1)=[O:38]. The yield is 0.420. (3) The reactants are [CH:1]([C:4]1[CH:9]=[CH:8][C:7]([C:10]2[S:11][C:12]([CH3:33])=[C:13]([CH2:15][CH2:16][O:17][C:18]3[CH:19]=[C:20]4[C:24](=[CH:25][CH:26]=3)[C@H:23]([CH2:27][C:28]([O:30]CC)=[O:29])[CH2:22][CH2:21]4)[N:14]=2)=[CH:6][CH:5]=1)([CH3:3])[CH3:2].CCO.[Li+].[OH-]. The catalyst is C1COCC1.O. The product is [CH:1]([C:4]1[CH:5]=[CH:6][C:7]([C:10]2[S:11][C:12]([CH3:33])=[C:13]([CH2:15][CH2:16][O:17][C:18]3[CH:19]=[C:20]4[C:24](=[CH:25][CH:26]=3)[C@H:23]([CH2:27][C:28]([OH:30])=[O:29])[CH2:22][CH2:21]4)[N:14]=2)=[CH:8][CH:9]=1)([CH3:3])[CH3:2]. The yield is 0.660. (4) The reactants are [Cl:1][C:2]1[C:11]2[C:6](=[CH:7][CH:8]=[CH:9][CH:10]=2)[C:5]([OH:12])=[CH:4][N:3]=1.C([O-])([O-])=O.[Cs+].[Cs+].[CH:19]1(Br)[CH2:21][CH2:20]1. The catalyst is CN(C=O)C.O. The product is [Cl:1][C:2]1[C:11]2[C:6](=[CH:7][CH:8]=[CH:9][CH:10]=2)[C:5]([O:12][CH:19]2[CH2:21][CH2:20]2)=[CH:4][N:3]=1. The yield is 0.327. (5) The reactants are CCN(C(C)C)C(C)C.[F:10][C:11]1[CH:19]=[CH:18][C:17]([F:20])=[CH:16][C:12]=1[C:13]([OH:15])=O.C1C=CC2N(O)N=NC=2C=1.CCN=C=NCCCN(C)C.Cl.[O:43]=[C:44]([N:61]1[CH2:66][CH2:65][NH:64][CH2:63][CH2:62]1)[CH2:45][NH:46][C:47]([C:49]1[CH:54]=[CH:53][C:52]([C:55]2[CH:60]=[CH:59][CH:58]=[CH:57][CH:56]=2)=[CH:51][CH:50]=1)=[O:48]. The catalyst is CN(C=O)C.O. The product is [F:10][C:11]1[CH:19]=[CH:18][C:17]([F:20])=[CH:16][C:12]=1[C:13]([N:64]1[CH2:63][CH2:62][N:61]([C:44](=[O:43])[CH2:45][NH:46][C:47]([C:49]2[CH:54]=[CH:53][C:52]([C:55]3[CH:60]=[CH:59][CH:58]=[CH:57][CH:56]=3)=[CH:51][CH:50]=2)=[O:48])[CH2:66][CH2:65]1)=[O:15]. The yield is 0.469. (6) The reactants are Br[C:2]1[S:23][C:5]2[N:6]([CH3:22])[C:7](=[O:21])[N:8]([CH2:11][CH2:12][CH2:13][O:14][CH:15]3[CH2:20][CH2:19][CH2:18][CH2:17][O:16]3)[C:9](=[O:10])[C:4]=2[C:3]=1[CH:24]=[O:25].[F:26][C:27]([F:37])([F:36])[O:28][C:29]1[CH:30]=[C:31]([OH:35])[CH:32]=[CH:33][CH:34]=1.C([O-])([O-])=O.[K+].[K+]. The catalyst is CS(C)=O.CC(=O)OCC.O. The product is [CH3:22][N:6]1[C:5]2[S:23][C:2]([O:35][C:31]3[CH:32]=[CH:33][CH:34]=[C:29]([O:28][C:27]([F:26])([F:36])[F:37])[CH:30]=3)=[C:3]([CH:24]=[O:25])[C:4]=2[C:9](=[O:10])[N:8]([CH2:11][CH2:12][CH2:13][O:14][CH:15]2[CH2:20][CH2:19][CH2:18][CH2:17][O:16]2)[C:7]1=[O:21]. The yield is 0.408.